Dataset: Peptide-MHC class II binding affinity with 134,281 pairs from IEDB. Task: Regression. Given a peptide amino acid sequence and an MHC pseudo amino acid sequence, predict their binding affinity value. This is MHC class II binding data. (1) The peptide sequence is GEVLNALAYDVPIPG. The MHC is HLA-DQA10102-DQB10602 with pseudo-sequence HLA-DQA10102-DQB10602. The binding affinity (normalized) is 0.465. (2) The peptide sequence is VNVQTKPSLFKVRNG. The MHC is DRB3_0101 with pseudo-sequence DRB3_0101. The binding affinity (normalized) is 0.296. (3) The peptide sequence is GELQIVDKQDAAFKI. The MHC is DRB1_1201 with pseudo-sequence DRB1_1201. The binding affinity (normalized) is 0.379. (4) The peptide sequence is IGMTNRATWASHIHL. The MHC is HLA-DQA10601-DQB10402 with pseudo-sequence HLA-DQA10601-DQB10402. The binding affinity (normalized) is 0.642. (5) The peptide sequence is KILEPGPGPGFRKYT. The MHC is DRB1_0802 with pseudo-sequence DRB1_0802. The binding affinity (normalized) is 0. (6) The peptide sequence is VRNCDLPVWLSWQVA. The MHC is HLA-DQA10201-DQB10402 with pseudo-sequence HLA-DQA10201-DQB10402. The binding affinity (normalized) is 0.418. (7) The peptide sequence is SHDLELSWNLNGLQAY. The MHC is DRB1_0401 with pseudo-sequence DRB1_0401. The binding affinity (normalized) is 0.152.